Dataset: Full USPTO retrosynthesis dataset with 1.9M reactions from patents (1976-2016). Task: Predict the reactants needed to synthesize the given product. (1) Given the product [C:12]([O:11][C:9]([NH:16][CH2:17][CH2:18][C:19]([OH:21])=[O:20])=[O:10])([CH3:13])([CH3:14])[CH3:15], predict the reactants needed to synthesize it. The reactants are: [CH3:13][C:12]([O:11][C:9](O[C:9]([O:11][C:12]([CH3:15])([CH3:14])[CH3:13])=[O:10])=[O:10])([CH3:15])[CH3:14].[NH2:16][CH2:17][CH2:18][C:19]([OH:21])=[O:20].CO.C(O)(=O)CC(CC(O)=O)(C(O)=O)O. (2) The reactants are: [N:1]1[CH:6]=[CH:5][C:4]([C:7](=O)[CH2:8][C:9]([O:11]CC)=O)=[CH:3][CH:2]=1.Br.[CH3:16][C:17]1([CH3:24])[NH:22][C:21]([NH2:23])=[N:20][CH2:19][CH2:18]1.C(=O)([O-])[O-].[K+].[K+].O. Given the product [CH3:16][C:17]1([CH3:24])[CH2:18][CH2:19][N:20]2[C:9](=[O:11])[CH:8]=[C:7]([C:4]3[CH:3]=[CH:2][N:1]=[CH:6][CH:5]=3)[N:23]=[C:21]2[NH:22]1, predict the reactants needed to synthesize it. (3) Given the product [N:9]1([CH:5]2[CH2:6][CH2:7][NH:8][C:4]2=[O:3])[CH2:14][CH2:13][CH2:12][CH2:11][CH2:10]1, predict the reactants needed to synthesize it. The reactants are: C([O:3][C:4](=O)[CH:5]([N:9]1[CH2:14][CH2:13][CH2:12][CH2:11][CH2:10]1)[CH2:6][C:7]#[N:8])C.N#N. (4) Given the product [Br:17][C:18]1[CH:23]=[C:22]([CH3:24])[CH:21]=[C:20]([Br:25])[C:19]=1[NH:26][C:2]1[CH:7]=[CH:6][N:5]=[C:4]([NH:8][C:9]2[CH:16]=[CH:15][C:12]([C:13]#[N:14])=[CH:11][CH:10]=2)[N:3]=1, predict the reactants needed to synthesize it. The reactants are: Cl[C:2]1[CH:7]=[CH:6][N:5]=[C:4]([NH:8][C:9]2[CH:16]=[CH:15][C:12]([C:13]#[N:14])=[CH:11][CH:10]=2)[N:3]=1.[Br:17][C:18]1[CH:23]=[C:22]([CH3:24])[CH:21]=[C:20]([Br:25])[C:19]=1[NH2:26].Cl. (5) Given the product [CH3:1][C:2]1[CH:7]=[C:6]([CH3:8])[N:5]2[N:9]=[C:10]([S:12][CH2:21][CH2:20][O:19][C:16]3[CH:17]=[CH:18][CH:13]=[CH:14][CH:15]=3)[N:11]=[C:4]2[N:3]=1, predict the reactants needed to synthesize it. The reactants are: [CH3:1][C:2]1[CH:7]=[C:6]([CH3:8])[N:5]2[N:9]=[C:10]([SH:12])[N:11]=[C:4]2[N:3]=1.[CH:13]1[CH:18]=[CH:17][C:16]([O:19][CH2:20][CH2:21]Br)=[CH:15][CH:14]=1.